This data is from Catalyst prediction with 721,799 reactions and 888 catalyst types from USPTO. The task is: Predict which catalyst facilitates the given reaction. (1) Reactant: [C:1]([C:4]1[S:8][CH:7]=[C:6]([C:9]2[C:13]3[C:14]([O:18]C)=[N:15][CH:16]=[CH:17][C:12]=3[N:11]([C@@H:20]3[CH2:25][CH2:24][C@H:23]([NH:26]C(=O)OC(C)(C)C)[CH2:22][CH2:21]3)[N:10]=2)[CH:5]=1)(=[O:3])[NH2:2].[I-].[Na+].Cl[Si](C)(C)C.FC(F)(F)C(O)=O. Product: [NH2:26][C@@H:23]1[CH2:24][CH2:25][C@H:20]([N:11]2[C:12]3[CH:17]=[CH:16][NH:15][C:14](=[O:18])[C:13]=3[C:9]([C:6]3[CH:5]=[C:4]([C:1]([NH2:2])=[O:3])[S:8][CH:7]=3)=[N:10]2)[CH2:21][CH2:22]1. The catalyst class is: 577. (2) Reactant: [CH3:1][CH:2]([CH3:14])[CH2:3][CH:4]([C:7]([CH2:9][Si:10]([CH3:13])([CH3:12])[CH3:11])=[CH2:8])[CH2:5][OH:6].C(N(CC)CC)C.[C:22]1([CH3:32])[CH:27]=[CH:26][C:25]([S:28](Cl)(=[O:30])=[O:29])=[CH:24][CH:23]=1.O. Product: [CH3:32][C:22]1[CH:27]=[CH:26][C:25]([S:28]([O:6][CH2:5][CH:4]([C:7]([CH2:9][Si:10]([CH3:13])([CH3:11])[CH3:12])=[CH2:8])[CH2:3][CH:2]([CH3:14])[CH3:1])(=[O:30])=[O:29])=[CH:24][CH:23]=1. The catalyst class is: 64. (3) Reactant: C(NC(C)C)(C)C.[Li]CCCC.[Br:13][C:14]1[CH:19]=[CH:18][C:17]([F:20])=[CH:16][N:15]=1.CN(C)[CH:23]=[O:24]. Product: [Br:13][C:14]1[CH:19]=[C:18]([CH:23]=[O:24])[C:17]([F:20])=[CH:16][N:15]=1. The catalyst class is: 7. (4) Reactant: [CH2:1]([O:3][C:4](=[O:17])[CH2:5][C:6]1[C:7]([CH2:12][O:13]C(=O)C)=[N:8][CH:9]=[CH:10][CH:11]=1)[CH3:2].[OH-].[K+]. Product: [CH2:1]([O:3][C:4](=[O:17])[CH2:5][C:6]1[C:7]([CH2:12][OH:13])=[N:8][CH:9]=[CH:10][CH:11]=1)[CH3:2]. The catalyst class is: 14.